From a dataset of Forward reaction prediction with 1.9M reactions from USPTO patents (1976-2016). Predict the product of the given reaction. (1) Given the reactants [C:1]([C:4]1[CH:20]=[CH:19][C:7]([CH2:8][CH2:9][C:10]2[CH:11]=[C:12](Cl)[C:13]([C:16]#[N:17])=[N:14][CH:15]=2)=[CH:6][CH:5]=1)(=[O:3])[CH3:2].[CH3:21][C:22]1[CH:23]=[CH:24][C:25](B2OC(C)(C)C(C)(C)O2)=[C:26]([NH:28]C(=O)OC(C)(C)C)[CH:27]=1.C(=O)([O-])[O-].[Na+].[Na+], predict the reaction product. The product is: [NH2:17][C:16]1[C:13]2[N:14]=[CH:15][C:10]([CH2:9][CH2:8][C:7]3[CH:19]=[CH:20][C:4]([C:1](=[O:3])[CH3:2])=[CH:5][CH:6]=3)=[CH:11][C:12]=2[C:25]2[CH:24]=[CH:23][C:22]([CH3:21])=[CH:27][C:26]=2[N:28]=1. (2) Given the reactants [Cl:1][C:2]1[N:7]=[C:6]2[CH:8]=[N:9][CH:10]=[CH:11][C:5]2=[N:4][C:3]=1[N:12]1[CH2:17][CH2:16][CH:15]([O:18][C:19]2[CH:26]=[CH:25][C:22]([C:23]#[N:24])=[CH:21][C:20]=2[F:27])[CH2:14][CH2:13]1.[CH2:28](Br)[C:29]1[CH:34]=[CH:33][CH:32]=[CH:31][CH:30]=1.C(O[BH-](OC(=O)C)OC(=O)C)(=O)C.[Na+], predict the reaction product. The product is: [CH2:28]([N:9]1[CH2:10][CH2:11][C:5]2[C:6](=[N:7][C:2]([Cl:1])=[C:3]([N:12]3[CH2:13][CH2:14][CH:15]([O:18][C:19]4[CH:26]=[CH:25][C:22]([C:23]#[N:24])=[CH:21][C:20]=4[F:27])[CH2:16][CH2:17]3)[N:4]=2)[CH2:8]1)[C:29]1[CH:34]=[CH:33][CH:32]=[CH:31][CH:30]=1. (3) Given the reactants B(Br)(Br)Br.[C:5]([NH:9][C:10](=[O:41])[C:11]1[CH:16]=[CH:15][C:14]([S:17]([N:20]2[C:28]3[C:23](=[CH:24][C:25]([O:29]CC)=[CH:26][CH:27]=3)[C:22]([C:33]3[CH:38]=[CH:37][CH:36]=[CH:35][C:34]=3[Cl:39])([CH3:32])[C:21]2=[O:40])(=[O:19])=[O:18])=[CH:13][CH:12]=1)([CH3:8])([CH3:7])[CH3:6].C(N(CC)CC)C, predict the reaction product. The product is: [C:5]([NH:9][C:10](=[O:41])[C:11]1[CH:12]=[CH:13][C:14]([S:17]([N:20]2[C:28]3[C:23](=[CH:24][C:25]([OH:29])=[CH:26][CH:27]=3)[C:22]([C:33]3[CH:38]=[CH:37][CH:36]=[CH:35][C:34]=3[Cl:39])([CH3:32])[C:21]2=[O:40])(=[O:18])=[O:19])=[CH:15][CH:16]=1)([CH3:6])([CH3:7])[CH3:8].